This data is from Full USPTO retrosynthesis dataset with 1.9M reactions from patents (1976-2016). The task is: Predict the reactants needed to synthesize the given product. (1) Given the product [C:7]([O:26][CH2:4][CH:3]([CH2:2][O:6][C:7](=[O:25])[CH2:8][CH2:9][CH2:10][CH2:11][CH2:12][CH2:13][CH2:14]/[CH:15]=[CH:16]\[CH2:17][CH2:18][CH2:19][CH2:20][CH2:21][CH2:35][CH2:34][CH3:33])[OH:5])(=[O:25])[CH2:8][CH2:9][CH2:10][CH2:11][CH2:12][CH2:13][CH2:14]/[CH:15]=[CH:16]\[CH2:17][CH2:18][CH2:19][CH2:20][CH2:21][CH2:22][CH2:23][CH3:24], predict the reactants needed to synthesize it. The reactants are: O[CH:2]([OH:6])[C:3](=[O:5])[CH3:4].[C:7]([OH:26])(=[O:25])[CH2:8][CH2:9][CH2:10][CH2:11][CH2:12][CH2:13][CH2:14]/[CH:15]=[CH:16]\[CH2:17][CH2:18][CH2:19][CH2:20][CH2:21][CH2:22][CH2:23][CH3:24].Cl.C(N=C=N[CH2:33][CH2:34][CH2:35]N(C)C)C.P([O-])(O)(O)=O.[K+]. (2) The reactants are: [Cl:1][C:2]1[CH:26]=[CH:25][C:5]([C:6]([NH:8][CH:9]([CH2:13][C:14]2[C:23]3[C:18](=[CH:19][CH:20]=[CH:21][CH:22]=3)[NH:17][C:16](=[O:24])[CH:15]=2)[C:10]([OH:12])=[S:11])=[O:7])=[CH:4][CH:3]=1.[CH2:27](Cl)[CH:28]1[O:32][CH2:31][CH2:30][CH2:29]1. Given the product [Cl:1][C:2]1[CH:3]=[CH:4][C:5]([C:6]([NH:8][CH:9]([CH2:13][C:14]2[C:23]3[C:18](=[CH:19][CH:20]=[CH:21][CH:22]=3)[NH:17][C:16](=[O:24])[CH:15]=2)[C:10]([S:11][CH2:27][CH:28]2[CH2:29][CH2:30][CH2:31][O:32]2)=[O:12])=[O:7])=[CH:25][CH:26]=1, predict the reactants needed to synthesize it. (3) Given the product [CH3:16][C:11]1[CH:10]=[C:9]([O:8][S:19]([C:18]([F:31])([F:30])[F:17])(=[O:21])=[O:20])[CH:14]=[C:13]([CH3:15])[N:12]=1, predict the reactants needed to synthesize it. The reactants are: C(N(CC)CC)C.[OH:8][C:9]1[CH:14]=[C:13]([CH3:15])[N:12]=[C:11]([CH3:16])[CH:10]=1.[F:17][C:18]([F:31])([F:30])[S:19](O[S:19]([C:18]([F:31])([F:30])[F:17])(=[O:21])=[O:20])(=[O:21])=[O:20]. (4) The reactants are: [N+:1]([C:4]1[CH:9]=[CH:8][C:7]([S:10]([NH:13][C:14]2[CH:15]=[C:16]([CH:21]=[CH:22][C:23]=2[NH:24][S:25]([C:28]2[CH:33]=[CH:32][C:31]([N+:34]([O-])=O)=[CH:30][CH:29]=2)(=[O:27])=[O:26])[C:17]([O:19][CH3:20])=[O:18])(=[O:12])=[O:11])=[CH:6][CH:5]=1)([O-])=O. Given the product [NH2:1][C:4]1[CH:9]=[CH:8][C:7]([S:10]([NH:13][C:14]2[CH:15]=[C:16]([CH:21]=[CH:22][C:23]=2[NH:24][S:25]([C:28]2[CH:29]=[CH:30][C:31]([NH2:34])=[CH:32][CH:33]=2)(=[O:27])=[O:26])[C:17]([O:19][CH3:20])=[O:18])(=[O:11])=[O:12])=[CH:6][CH:5]=1, predict the reactants needed to synthesize it. (5) Given the product [Cl:17][C:6]1[N:5]=[C:4]([S:18][CH3:19])[N:3]=[C:2]([NH:30][S:29](=[O:31])(=[O:32])[NH:28][CH2:21][C:22]2[CH:27]=[CH:26][CH:25]=[CH:24][CH:23]=2)[C:7]=1[O:8][C:9]1[CH:14]=[CH:13][CH:12]=[CH:11][C:10]=1[O:15][CH3:16], predict the reactants needed to synthesize it. The reactants are: Cl[C:2]1[C:7]([O:8][C:9]2[CH:14]=[CH:13][CH:12]=[CH:11][C:10]=2[O:15][CH3:16])=[C:6]([Cl:17])[N:5]=[C:4]([S:18][CH3:19])[N:3]=1.[K].[CH2:21]([NH:28][S:29](=[O:32])(=[O:31])[NH2:30])[C:22]1[CH:27]=[CH:26][CH:25]=[CH:24][CH:23]=1.C(O)(=O)CC(CC(O)=O)(C(O)=O)O. (6) The reactants are: [O:1]1[C:5]2([CH2:10][CH2:9][CH:8]([C:11]([O:13][CH3:14])=[O:12])[CH2:7][CH2:6]2)[O:4][CH2:3][CH2:2]1.CI.[CH:17]([N-]C(C)C)(C)C.[Li+]. Given the product [CH3:17][C:8]1([C:11]([O:13][CH3:14])=[O:12])[CH2:9][CH2:10][C:5]2([O:4][CH2:3][CH2:2][O:1]2)[CH2:6][CH2:7]1, predict the reactants needed to synthesize it.